From a dataset of Catalyst prediction with 721,799 reactions and 888 catalyst types from USPTO. Predict which catalyst facilitates the given reaction. (1) Reactant: [CH2:1]([N:3]1[CH:7]=[C:6]([NH:8][C:9]2[N:14]=[C:13]([NH:15][C:16]3[CH:17]=[N:18][N:19]([CH2:21][CH3:22])[CH:20]=3)[C:12]([N+:23]([O-])=O)=[CH:11][N:10]=2)[CH:5]=[N:4]1)[CH3:2]. Product: [CH2:1]([N:3]1[CH:7]=[C:6]([NH:8][C:9]2[N:14]=[C:13]([NH:15][C:16]3[CH:17]=[N:18][N:19]([CH2:21][CH3:22])[CH:20]=3)[C:12]([NH2:23])=[CH:11][N:10]=2)[CH:5]=[N:4]1)[CH3:2]. The catalyst class is: 19. (2) Reactant: [Si]([O:8][C:9]1[CH:10]=[C:11]2[C:15](=[CH:16][CH:17]=1)[N:14]([CH3:18])[N:13]=[C:12]2[I:19])(C(C)(C)C)(C)C.CCCC[N+](CCCC)(CCCC)CCCC.[F-].O. Product: [I:19][C:12]1[C:11]2[C:15](=[CH:16][CH:17]=[C:9]([OH:8])[CH:10]=2)[N:14]([CH3:18])[N:13]=1. The catalyst class is: 1. (3) Reactant: [N+:1]([C:4]1[CH:16]=[CH:15][C:14]2[C:13]3[C:8](=[CH:9][CH:10]=[CH:11][CH:12]=3)[CH2:7][C:6]=2[CH:5]=1)([O-:3])=[O:2].[Cl:17][C:18]1[CH:35]=[CH:34][C:21]([CH2:22][N:23]2[C:31]3[C:26](=[CH:27][CH:28]=[CH:29][CH:30]=3)[C:25]([CH:32]=O)=[CH:24]2)=[CH:20][CH:19]=1. Product: [Cl:17][C:18]1[CH:19]=[CH:20][C:21]([CH2:22][N:23]2[C:31]3[C:26](=[CH:27][CH:28]=[CH:29][CH:30]=3)[C:25]([CH:32]=[C:7]3[C:6]4[CH:5]=[C:4]([N+:1]([O-:3])=[O:2])[CH:16]=[CH:15][C:14]=4[C:13]4[C:8]3=[CH:9][CH:10]=[CH:11][CH:12]=4)=[CH:24]2)=[CH:34][CH:35]=1. The catalyst class is: 5. (4) Reactant: Cl[C:2]1[N:7]=[C:6]([Cl:8])[N:5]=[C:4]([O:9][CH2:10][C:11]2([C:14]#[N:15])[CH2:13][CH2:12]2)[N:3]=1.Cl.[CH3:17][N:18]1[CH:22]=[C:21]([C:23]2[CH:24]=[C:25]([O:30][CH2:31][CH:32]3[CH2:37][CH2:36][NH:35][CH2:34][CH2:33]3)[C:26]([NH2:29])=[N:27][CH:28]=2)[N:20]=[CH:19]1.CCN(C(C)C)C(C)C.C(Cl)Cl. Product: [NH2:29][C:26]1[C:25]([O:30][CH2:31][CH:32]2[CH2:37][CH2:36][N:35]([C:2]3[N:7]=[C:6]([Cl:8])[N:5]=[C:4]([O:9][CH2:10][C:11]4([C:14]#[N:15])[CH2:13][CH2:12]4)[N:3]=3)[CH2:34][CH2:33]2)=[CH:24][C:23]([C:21]2[N:20]=[CH:19][N:18]([CH3:17])[CH:22]=2)=[CH:28][N:27]=1. The catalyst class is: 36. (5) Reactant: [I:1][C:2]1[CH:3]=[C:4]2[C:9](=[CH:10][CH:11]=1)[NH:8][CH:7]=[C:6]([C:12]([O:14][CH2:15][CH3:16])=[O:13])[C:5]2=[O:17].C(=O)([O-])[O-].[K+].[K+].I[CH2:25][CH2:26][CH2:27][CH3:28]. Product: [CH2:25]([N:8]1[C:9]2[C:4](=[CH:3][C:2]([I:1])=[CH:11][CH:10]=2)[C:5](=[O:17])[C:6]([C:12]([O:14][CH2:15][CH3:16])=[O:13])=[CH:7]1)[CH2:26][CH2:27][CH3:28]. The catalyst class is: 3. (6) Reactant: [C:1]([CH2:3][C:4]1[C:13]2[C:8](=[CH:9][C:10]([O:16][CH2:17][CH2:18][O:19][CH3:20])=[C:11]([O:14][CH3:15])[CH:12]=2)[N:7]=[CH:6][C:5]=1[C:21]#[N:22])#[N:2].[C:23]1([C:29]2[N:30]=[CH:31][NH:32][CH:33]=2)[CH:28]=[CH:27][CH:26]=[CH:25][CH:24]=1.O. Product: [CH3:15][O:14][C:11]1[C:10]([O:16][CH2:17][CH2:18][O:19][CH3:20])=[CH:9][C:8]2[N:7]=[CH:6][C:5]3[C:4]([C:13]=2[CH:12]=1)=[CH:3][C:1]([N:32]1[CH:33]=[C:29]([C:23]2[CH:24]=[CH:25][CH:26]=[CH:27][CH:28]=2)[N:30]=[CH:31]1)=[N:2][C:21]=3[NH2:22]. The catalyst class is: 216. (7) Reactant: [Cl:1][C:2]1[CH:24]=[CH:23][CH:22]=[CH:21][C:3]=1[C:4]([NH:6][C:7]1[C:16]2[C:11](=[CH:12][CH:13]=[CH:14][CH:15]=2)[C:10]([S:17](Cl)(=[O:19])=[O:18])=[CH:9][CH:8]=1)=[O:5].[N:25]([CH:28]([CH3:30])C)=[C:26]=[O:27]. Product: [C:26]([N:25]1[CH2:28][CH2:30][CH:4]([NH:6][S:17]([C:10]2[C:11]3[C:16](=[CH:15][CH:14]=[CH:13][CH:12]=3)[C:7]([NH:6][C:4](=[O:5])[C:3]3[CH:21]=[CH:22][CH:23]=[CH:24][C:2]=3[Cl:1])=[CH:8][CH:9]=2)(=[O:19])=[O:18])[CH2:3][CH2:2]1)(=[O:27])[CH2:8][CH2:7][CH3:16]. The catalyst class is: 66.